Dataset: Forward reaction prediction with 1.9M reactions from USPTO patents (1976-2016). Task: Predict the product of the given reaction. The product is: [Cl:28][C:24]1[N:23]=[C:22]([C:2]2[O:31][C:29]([CH3:30])=[N:32][C:3]=2[C:5]2[CH:6]=[C:7]([NH:11][C:12](=[O:21])[C:13]3[CH:18]=[C:17]([F:19])[CH:16]=[CH:15][C:14]=3[F:20])[CH:8]=[CH:9][CH:10]=2)[CH:27]=[CH:26][N:25]=1. Given the reactants Br[CH:2]([C:22]1[CH:27]=[CH:26][N:25]=[C:24]([Cl:28])[N:23]=1)[C:3]([C:5]1[CH:6]=[C:7]([NH:11][C:12](=[O:21])[C:13]2[CH:18]=[C:17]([F:19])[CH:16]=[CH:15][C:14]=2[F:20])[CH:8]=[CH:9][CH:10]=1)=O.[C:29]([NH2:32])(=[O:31])[CH3:30], predict the reaction product.